This data is from Full USPTO retrosynthesis dataset with 1.9M reactions from patents (1976-2016). The task is: Predict the reactants needed to synthesize the given product. (1) The reactants are: C[Si](C)(C)[O:3][C:4]1[N:13]=[C:12]([O:14][Si](C)(C)C)[C:11]2[CH2:10][CH2:9][CH2:8][CH2:7][C:6]=2[N:5]=1.Br[CH2:22][C:23]1[CH:24]=[C:25]([CH:30]=[CH:31][CH:32]=1)[C:26]([O:28][CH3:29])=[O:27].O1CCOCC1.CO. Given the product [CH3:29][O:28][C:26]([C:25]1[CH:24]=[C:23]([CH:32]=[CH:31][CH:30]=1)[CH2:22][N:5]1[C:6]2[CH2:7][CH2:8][CH2:9][CH2:10][C:11]=2[C:12](=[O:14])[NH:13][C:4]1=[O:3])=[O:27], predict the reactants needed to synthesize it. (2) Given the product [CH2:1]([C:8]1[O:12][N:11]=[C:10]([C:13]([NH:15][C@H:16]2[CH2:22][O:21][C:20]3[CH:23]=[CH:24][C:25]([C:27]([NH:44][CH2:43][CH2:42][C:41]#[N:40])=[O:28])=[CH:26][C:19]=3[N:18]([CH3:30])[C:17]2=[O:31])=[O:14])[CH:9]=1)[C:2]1[CH:7]=[CH:6][CH:5]=[CH:4][CH:3]=1, predict the reactants needed to synthesize it. The reactants are: [CH2:1]([C:8]1[O:12][N:11]=[C:10]([C:13]([NH:15][C@H:16]2[CH2:22][O:21][C:20]3[CH:23]=[CH:24][C:25]([C:27](O)=[O:28])=[CH:26][C:19]=3[N:18]([CH3:30])[C:17]2=[O:31])=[O:14])[CH:9]=1)[C:2]1[CH:7]=[CH:6][CH:5]=[CH:4][CH:3]=1.ClC(N(C)C)=C(C)C.[NH2:40][CH2:41][CH2:42][C:43]#[N:44]. (3) Given the product [Cl:1][C:2]1[CH:3]=[CH:4][C:5]([O:20][CH2:21][CH:22]([CH2:25][CH3:26])[CH2:23][CH3:24])=[C:6]([CH:19]=1)[CH2:7][N:8]1[C:12]2=[CH:13][N:14]=[C:15]([C:17]([NH2:18])=[O:29])[CH:16]=[C:11]2[CH:10]=[N:9]1, predict the reactants needed to synthesize it. The reactants are: [Cl:1][C:2]1[CH:3]=[CH:4][C:5]([O:20][CH2:21][CH:22]([CH2:25][CH3:26])[CH2:23][CH3:24])=[C:6]([CH:19]=1)[CH2:7][N:8]1[C:12]2=[CH:13][N:14]=[C:15]([C:17]#[N:18])[CH:16]=[C:11]2[CH:10]=[N:9]1.[OH-].[K+].[O:29]1CCOCC1. (4) Given the product [Br:1][C:2]1[CH:3]=[C:4]2[C:9](=[CH:10][CH:11]=1)[C:8](=[O:12])[NH:7][C:6](=[O:13])/[C:5]/2=[CH:14]\[NH:30][C:27]1[CH:26]=[CH:25][C:24]([O:23][CH:20]2[CH2:21][CH2:22][N:18]([CH3:17])[CH2:19]2)=[CH:29][CH:28]=1.[C:31]([OH:37])([C:33]([F:36])([F:35])[F:34])=[O:32], predict the reactants needed to synthesize it. The reactants are: [Br:1][C:2]1[CH:3]=[C:4]2[C:9](=[CH:10][CH:11]=1)[C:8](=[O:12])[NH:7][C:6](=[O:13])/[C:5]/2=[CH:14]/OC.[CH3:17][N:18]1[CH2:22][CH2:21][CH:20]([O:23][C:24]2[CH:29]=[CH:28][C:27]([NH2:30])=[CH:26][CH:25]=2)[CH2:19]1.[C:31]([OH:37])([C:33]([F:36])([F:35])[F:34])=[O:32].C(N(CC)CC)C. (5) Given the product [Br:1][C:2]1[S:6][C:5]([NH:7][C:8]([NH:10][S:11]([C:14]2[CH:15]=[N:16][C:17]([N:24]3[CH2:25][CH2:26][CH2:27][CH:23]3[CH3:22])=[C:18]([Cl:20])[CH:19]=2)(=[O:13])=[O:12])=[O:9])=[N:4][CH:3]=1, predict the reactants needed to synthesize it. The reactants are: [Br:1][C:2]1[S:6][C:5]([NH:7][C:8]([NH:10][S:11]([C:14]2[CH:15]=[N:16][C:17](Cl)=[C:18]([Cl:20])[CH:19]=2)(=[O:13])=[O:12])=[O:9])=[N:4][CH:3]=1.[CH3:22][CH:23]1[CH2:27][CH2:26][CH2:25][NH:24]1. (6) The reactants are: [Br:1][C:2]1[C:3]([O:12][C:13]2[CH:14]=[C:15]([CH:21]=[CH:22][C:23]=2[Cl:24])[C:16]([O:18][CH2:19][CH3:20])=[O:17])=[CH:4][C:5]([NH:8][C:9]([NH2:11])=[S:10])=[N:6][CH:7]=1.Br[CH2:26][C:27](=O)[CH2:28][CH2:29][C:30]1[CH:35]=[CH:34][CH:33]=[CH:32][CH:31]=1.C(N(CC)CC)C. Given the product [Br:1][C:2]1[C:3]([O:12][C:13]2[CH:14]=[C:15]([CH:21]=[CH:22][C:23]=2[Cl:24])[C:16]([O:18][CH2:19][CH3:20])=[O:17])=[CH:4][C:5]([NH:8][C:9]2[S:10][CH:26]=[C:27]([CH2:28][CH2:29][C:30]3[CH:35]=[CH:34][CH:33]=[CH:32][CH:31]=3)[N:11]=2)=[N:6][CH:7]=1, predict the reactants needed to synthesize it. (7) Given the product [Cl:1][C:2]1[C:3]([O:31][C@H:32]2[CH2:36][N:35]([C:37]([O:39][C:40]([CH3:41])([CH3:42])[CH3:43])=[O:38])[C@H:34]([C:44]([O:46][CH3:47])=[O:45])[CH2:33]2)=[N:4][C:5]2[C:10]([N:11]=1)=[CH:9][CH:8]=[C:7]([O:18][CH3:15])[CH:6]=2, predict the reactants needed to synthesize it. The reactants are: [Cl:1][C:2]1[C:3](O)=[N:4][C:5]2[C:10]([N:11]=1)=[CH:9][C:8](OC)=[CH:7][CH:6]=2.[C:15]([O-:18])([O-])=O.[Cs+].[Cs+].BrC1C=CC(S([O:31][C@@H:32]2[CH2:36][N:35]([C:37]([O:39][C:40]([CH3:43])([CH3:42])[CH3:41])=[O:38])[C@H:34]([C:44]([O:46][CH3:47])=[O:45])[CH2:33]2)(=O)=O)=CC=1. (8) Given the product [Br:22][C:6]1[CH:7]=[CH:8][CH:9]=[C:10]2[C:5]=1[CH2:4][CH2:3][CH2:2][C:1]2=[O:11], predict the reactants needed to synthesize it. The reactants are: [C:1]1(=[O:11])[C:10]2[C:5](=[CH:6][CH:7]=[CH:8][CH:9]=2)[CH2:4][CH2:3][CH2:2]1.[Cl-].[Cl-].[Cl-].[Al+3].C(=O)([O-])[O-].[Na+].[Na+].[Br:22]Br.Cl. (9) Given the product [C:1]([C:3]1[CH2:8][C:7]([O:11][CH3:12])([O:9][CH3:10])[C:6]([O:13][CH2:14][CH2:15][CH2:16][N:23]2[CH2:28][CH2:27][CH2:26][CH2:25][CH2:24]2)=[CH:5][C:4]=1[N:18]=[CH:19][N:20]([CH3:22])[CH3:21])#[N:2], predict the reactants needed to synthesize it. The reactants are: [C:1]([C:3]1[CH2:8][C:7]([O:11][CH3:12])([O:9][CH3:10])[C:6]([O:13][CH2:14][CH2:15][CH2:16]Cl)=[CH:5][C:4]=1[N:18]=[CH:19][N:20]([CH3:22])[CH3:21])#[N:2].[NH:23]1[CH2:28][CH2:27][CH2:26][CH2:25][CH2:24]1.C([O-])([O-])=O.[K+].[K+].